Dataset: Full USPTO retrosynthesis dataset with 1.9M reactions from patents (1976-2016). Task: Predict the reactants needed to synthesize the given product. (1) Given the product [NH2:17][C:14]1[CH:15]=[CH:16][C:11]([O:10][C:9]2[CH:8]=[CH:7][C:4]([C:5]#[N:6])=[CH:3][C:2]=2[Cl:1])=[CH:12][CH:13]=1, predict the reactants needed to synthesize it. The reactants are: [Cl:1][C:2]1[CH:3]=[C:4]([CH:7]=[CH:8][C:9]=1[O:10][C:11]1[CH:16]=[CH:15][C:14]([N+:17]([O-])=O)=[CH:13][CH:12]=1)[C:5]#[N:6].O.[Cl-].[NH4+]. (2) Given the product [N:13]1([C:2]2[CH:11]=[CH:10][C:9]3[C:4](=[C:5]([OH:12])[CH:6]=[CH:7][CH:8]=3)[N:3]=2)[CH:17]=[CH:16][CH:15]=[N:14]1, predict the reactants needed to synthesize it. The reactants are: Cl[C:2]1[CH:11]=[CH:10][C:9]2[C:4](=[C:5]([OH:12])[CH:6]=[CH:7][CH:8]=2)[N:3]=1.[NH:13]1[CH:17]=[CH:16][CH:15]=[N:14]1. (3) Given the product [CH:18]1([N:17]([CH3:16])[C:2]2[CH:12]=[CH:11][C:5]([C:6]([OH:8])=[O:7])=[CH:4][C:3]=2[N+:13]([O-:15])=[O:14])[CH2:23][CH2:22][CH2:21][CH2:20][CH2:19]1, predict the reactants needed to synthesize it. The reactants are: F[C:2]1[CH:12]=[CH:11][C:5]([C:6]([O:8]CC)=[O:7])=[CH:4][C:3]=1[N+:13]([O-:15])=[O:14].[CH3:16][NH:17][CH:18]1[CH2:23][CH2:22][CH2:21][CH2:20][CH2:19]1.[OH-].[Li+]. (4) Given the product [Cl:28][C:20]1[CH:21]=[C:22]([C:23]([N:25]([CH3:26])[CH3:27])=[O:24])[C:16]2[O:15][C:14]([N:11]3[CH2:12][CH2:13][NH:8][CH2:9][C@@H:10]3[CH3:29])=[N:18][C:17]=2[CH:19]=1, predict the reactants needed to synthesize it. The reactants are: C(OC([N:8]1[CH2:13][CH2:12][N:11]([C:14]2[O:15][C:16]3[C:22]([C:23]([N:25]([CH3:27])[CH3:26])=[O:24])=[CH:21][C:20]([Cl:28])=[CH:19][C:17]=3[N:18]=2)[C@@H:10]([CH3:29])[CH2:9]1)=O)(C)(C)C.FC(F)(F)C(O)=O.C(=O)([O-])O.[Na+]. (5) Given the product [Cl:1][C:2]1[CH:7]=[CH:6][C:5]([S:8]([N:11]2[C:20]3[C:15](=[CH:16][CH:17]=[C:18]([NH2:21])[CH:19]=3)[CH2:14][CH2:13][CH2:12]2)(=[O:9])=[O:10])=[CH:4][CH:3]=1, predict the reactants needed to synthesize it. The reactants are: [Cl:1][C:2]1[CH:7]=[CH:6][C:5]([S:8]([N:11]2[C:20]3[C:15](=[CH:16][CH:17]=[C:18]([N+:21]([O-])=O)[CH:19]=3)[CH2:14][CH2:13][CH2:12]2)(=[O:10])=[O:9])=[CH:4][CH:3]=1.O.O.Cl[Sn]Cl.[OH-].[K+]. (6) Given the product [CH2:3]([O:5][C:6]([C:8]1[CH:9]=[N:10][N:11]([CH3:14])[C:12]=1[NH:13][C:16]1[CH:21]=[CH:20][CH:19]=[CH:18][C:17]=1[N+:22]([O-:24])=[O:23])=[O:7])[CH3:4], predict the reactants needed to synthesize it. The reactants are: [H-].[Na+].[CH2:3]([O:5][C:6]([C:8]1[CH:9]=[N:10][N:11]([CH3:14])[C:12]=1[NH2:13])=[O:7])[CH3:4].F[C:16]1[CH:21]=[CH:20][CH:19]=[CH:18][C:17]=1[N+:22]([O-:24])=[O:23].OS([O-])(=O)=O.[K+]. (7) Given the product [Cl:62][C:59]1[CH:60]=[CH:61][C:56]([CH2:55][CH2:54][CH2:53][N:40]2[C:39](=[O:63])[C:38]([CH2:35][OH:36])=[CH:43][C:42]([C:44]3[CH:45]=[CH:46][C:47]4[O:51][CH2:50][CH2:49][C:48]=4[CH:52]=3)=[N:41]2)=[CH:57][CH:58]=1, predict the reactants needed to synthesize it. The reactants are: ClC1C=CC=CC=1CCCN1C(=O)C(CN2CCN(C)CC2)=CC(C2C=CC3OCCC=3C=2)=N1.[C:35]([C:38]1[C:39](=[O:63])[N:40]([CH2:53][CH2:54][CH2:55][C:56]2[CH:61]=[CH:60][C:59]([Cl:62])=[CH:58][CH:57]=2)[N:41]=[C:42]([C:44]2[CH:45]=[CH:46][C:47]3[O:51][CH2:50][CH2:49][C:48]=3[CH:52]=2)[CH:43]=1)(O)=[O:36]. (8) Given the product [F:15][C:13]1[CH:14]=[C:2]([F:1])[CH:3]=[C:4]2[C:12]=1[C:8](=[O:10])[CH2:7][CH2:6][O:5]2, predict the reactants needed to synthesize it. The reactants are: [F:1][C:2]1[CH:3]=[C:4]([CH:12]=[C:13]([F:15])[CH:14]=1)[O:5][CH2:6][CH2:7][C:8]([O:10]C)=O.FC(F)(F)S(O)(=O)=O. (9) Given the product [Cl:1][C:15](=[N:17][N:18]=[C:19]([Cl:29])[C:20]([F:23])([F:22])[F:21])[C:14]([F:26])([F:25])[F:13], predict the reactants needed to synthesize it. The reactants are: [ClH:1].C(N(CC)C1C=CC=CC=1)C.[F:13][C:14]([F:26])([F:25])[C:15]([NH:17][NH:18][C:19](=O)[C:20]([F:23])([F:22])[F:21])=O.P(Cl)(Cl)([Cl:29])=O. (10) Given the product [CH3:1][N:2]1[C:6]([C:7]2[CH:8]=[C:9]([NH:10][C:16]3[C:25]4[CH2:24][CH2:23][C:22]5[S:26][CH:27]=[CH:28][C:21]=5[C:20]=4[N:19]=[CH:18][N:17]=3)[CH:11]=[CH:12][CH:13]=2)=[CH:5][N:4]=[C:3]1[CH3:14], predict the reactants needed to synthesize it. The reactants are: [CH3:1][N:2]1[C:6]([C:7]2[CH:8]=[C:9]([CH:11]=[CH:12][CH:13]=2)[NH2:10])=[CH:5][N:4]=[C:3]1[CH3:14].Cl[C:16]1[C:25]2[CH2:24][CH2:23][C:22]3[S:26][CH:27]=[CH:28][C:21]=3[C:20]=2[N:19]=[CH:18][N:17]=1.